This data is from Forward reaction prediction with 1.9M reactions from USPTO patents (1976-2016). The task is: Predict the product of the given reaction. (1) Given the reactants [C:1]([O:5][C:6]([N:8]([CH3:53])[C@@H:9]([CH3:52])[C:10]([NH:12][C@@H:13]([C:48]([CH3:51])([CH3:50])[CH3:49])[C:14]([N:16]1[C@H:25]([CH2:26][N:27]([CH2:40][CH2:41][C:42]2[CH:47]=[CH:46][CH:45]=[CH:44][CH:43]=2)[C:28]([C:30]2[CH:39]=[CH:38][C:33]([C:34]([O:36]C)=[O:35])=[CH:32][CH:31]=2)=[O:29])[CH2:24][C:23]2[C:18](=[CH:19][CH:20]=[CH:21][CH:22]=2)[CH2:17]1)=[O:15])=[O:11])=[O:7])([CH3:4])([CH3:3])[CH3:2].[OH-].[Na+].Cl, predict the reaction product. The product is: [C:1]([O:5][C:6]([N:8]([CH3:53])[C@@H:9]([CH3:52])[C:10]([NH:12][C@@H:13]([C:48]([CH3:51])([CH3:50])[CH3:49])[C:14]([N:16]1[C@H:25]([CH2:26][N:27]([CH2:40][CH2:41][C:42]2[CH:43]=[CH:44][CH:45]=[CH:46][CH:47]=2)[C:28]([C:30]2[CH:31]=[CH:32][C:33]([C:34]([OH:36])=[O:35])=[CH:38][CH:39]=2)=[O:29])[CH2:24][C:23]2[C:18](=[CH:19][CH:20]=[CH:21][CH:22]=2)[CH2:17]1)=[O:15])=[O:11])=[O:7])([CH3:2])([CH3:4])[CH3:3]. (2) Given the reactants [CH2:1]1[O:9][C:8]2[CH:7]=[CH:6][C:5]([CH:10]3[C:22]4[NH:21][C:20]5[C:15](=[CH:16][CH:17]=[CH:18][CH:19]=5)[C:14]=4[CH2:13][CH2:12][NH:11]3)=[CH:4][C:3]=2[O:2]1.Cl[C:24]1[N:29]=[CH:28][C:27]([C:30]2[CH:35]=[CH:34][C:33]([O:36][CH3:37])=[CH:32][CH:31]=2)=[CH:26][N:25]=1, predict the reaction product. The product is: [CH2:1]1[O:9][C:8]2[CH:7]=[CH:6][C:5]([CH:10]3[C:22]4[NH:21][C:20]5[C:15](=[CH:16][CH:17]=[CH:18][CH:19]=5)[C:14]=4[CH2:13][CH2:12][N:11]3[C:24]3[N:25]=[CH:26][C:27]([C:30]4[CH:31]=[CH:32][C:33]([O:36][CH3:37])=[CH:34][CH:35]=4)=[CH:28][N:29]=3)=[CH:4][C:3]=2[O:2]1. (3) Given the reactants [NH2:1][C:2]1[CH:3]=[N:4][CH:5]=[CH:6][C:7]=1[CH3:8].N1C=CC=CC=1.[C:15](OC(=O)C)(=[O:17])[CH3:16], predict the reaction product. The product is: [C:15]([NH:1][C:2]1[CH:3]=[N:4][CH:5]=[CH:6][C:7]=1[CH3:8])(=[O:17])[CH3:16]. (4) Given the reactants [CH3:1][C:2]1([CH3:29])[CH2:7][CH:6]([C:8]2[C:16]3[C:11](=[C:12]([C:24]([NH2:26])=[O:25])[CH:13]=[C:14]([C:17]4[CH:21]=[C:20]([CH:22]=O)[S:19][CH:18]=4)[CH:15]=3)[NH:10][CH:9]=2)[CH2:5][CH2:4][S:3]1(=[O:28])=[O:27].[NH:30]1[CH2:33][CH2:32][CH2:31]1.C(O[BH-](OC(=O)C)OC(=O)C)(=O)C.[Na+], predict the reaction product. The product is: [N:30]1([CH2:22][C:20]2[S:19][CH:18]=[C:17]([C:14]3[CH:15]=[C:16]4[C:11](=[C:12]([C:24]([NH2:26])=[O:25])[CH:13]=3)[NH:10][CH:9]=[C:8]4[CH:6]3[CH2:5][CH2:4][S:3](=[O:28])(=[O:27])[C:2]([CH3:1])([CH3:29])[CH2:7]3)[CH:21]=2)[CH2:33][CH2:32][CH2:31]1. (5) Given the reactants [C:1]([O:5][C:6]([N:8]1[CH2:13][CH2:12][N:11]([C:14]2[C:19]([C:20]#[N:21])=[CH:18][C:17](Br)=[CH:16][N:15]=2)[CH2:10][CH2:9]1)=[O:7])([CH3:4])([CH3:3])[CH3:2].[CH3:23]B(O)O.[F-].[K+].O1CCCC1, predict the reaction product. The product is: [C:1]([O:5][C:6]([N:8]1[CH2:13][CH2:12][N:11]([C:14]2[C:19]([C:20]#[N:21])=[CH:18][C:17]([CH3:23])=[CH:16][N:15]=2)[CH2:10][CH2:9]1)=[O:7])([CH3:4])([CH3:3])[CH3:2]. (6) Given the reactants [C:1]([C:5]1[CH:10]=[CH:9][C:8]([C:11](=O)[CH2:12][Cl:13])=[CH:7][CH:6]=1)([CH3:4])([CH3:3])[CH3:2].C([SiH](CC)CC)C.C(O)(C(F)(F)F)=O, predict the reaction product. The product is: [C:1]([C:5]1[CH:6]=[CH:7][C:8]([CH2:11][CH2:12][Cl:13])=[CH:9][CH:10]=1)([CH3:4])([CH3:2])[CH3:3].